This data is from Forward reaction prediction with 1.9M reactions from USPTO patents (1976-2016). The task is: Predict the product of the given reaction. (1) Given the reactants [F:1][C:2]1[CH:7]=[CH:6][C:5]([CH:8]([OH:26])[CH2:9][N:10]([CH3:25])[S:11]([C:14]2[C:15]3[CH2:23][CH2:22][CH2:21][C:20](=[O:24])[C:16]=3[S:17][C:18]=2Br)(=[O:13])=[O:12])=[CH:4][CH:3]=1.[CH3:27][O-:28].[Na+].CO.O, predict the reaction product. The product is: [F:1][C:2]1[CH:7]=[CH:6][C:5]([CH:8]([OH:26])[CH2:9][N:10]([CH3:25])[S:11]([C:14]2[C:15]3[CH2:23][CH2:22][CH2:21][C:20](=[O:24])[C:16]=3[S:17][C:18]=2[O:28][CH3:27])(=[O:13])=[O:12])=[CH:4][CH:3]=1. (2) Given the reactants [NH2:1][C:2]1[S:3][C:4]2[CH:10]=[C:9]([S:11][C:12]#[N:13])[CH:8]=[CH:7][C:5]=2[N:6]=1.C(O)C.SCC(C(CS)O)O.ClC1N2[N:31]=[C:32]([O:35][CH2:36][CH3:37])[CH:33]=[CH:34][C:29]2=[N:28][N:27]=1, predict the reaction product. The product is: [CH2:36]([O:35][C:32]1[CH:33]=[CH:34][C:29]2[N:13]([C:12]([S:11][C:9]3[CH:8]=[CH:7][C:5]4[N:6]=[C:2]([NH2:1])[S:3][C:4]=4[CH:10]=3)=[N:27][N:28]=2)[N:31]=1)[CH3:37]. (3) Given the reactants [CH:1]1([CH2:6][CH:7]([C:11]2[CH:16]=[CH:15][CH:14]=[C:13]([C:17]([F:20])([F:19])[F:18])[CH:12]=2)[C:8]([OH:10])=O)[CH2:5][CH2:4][CH2:3][CH2:2]1.C(Cl)(=O)C(Cl)=O.[NH2:27][C:28]1[S:29][CH:30]=[CH:31][N:32]=1.C(N(CC)C(C)C)(C)C, predict the reaction product. The product is: [CH:1]1([CH2:6][CH:7]([C:11]2[CH:16]=[CH:15][CH:14]=[C:13]([C:17]([F:20])([F:19])[F:18])[CH:12]=2)[C:8]([NH:27][C:28]2[S:29][CH:30]=[CH:31][N:32]=2)=[O:10])[CH2:2][CH2:3][CH2:4][CH2:5]1. (4) Given the reactants C([O:8][CH:9]1[CH2:15][CH2:14][CH2:13][N:12]([S:16]([C:19]2[CH:20]=[C:21]([CH:33]=[CH:34][C:35]=2[CH2:36][CH2:37][F:38])[C:22]([NH:24][C:25]2[CH:30]=[CH:29][C:28]([F:31])=[C:27]([Cl:32])[CH:26]=2)=[O:23])(=[O:18])=[O:17])[CH2:11][CH2:10]1)C1C=CC=CC=1, predict the reaction product. The product is: [Cl:32][C:27]1[CH:26]=[C:25]([NH:24][C:22](=[O:23])[C:21]2[CH:33]=[CH:34][C:35]([CH2:36][CH2:37][F:38])=[C:19]([S:16]([N:12]3[CH2:13][CH2:14][CH2:15][CH:9]([OH:8])[CH2:10][CH2:11]3)(=[O:18])=[O:17])[CH:20]=2)[CH:30]=[CH:29][C:28]=1[F:31]. (5) Given the reactants [CH:1]1([NH:7][C:8]([NH2:10])=[S:9])[CH2:6][CH2:5][CH2:4][CH2:3][CH2:2]1.CO[CH:13](OC)[CH2:14]Br.Cl, predict the reaction product. The product is: [CH:1]1([NH:7][C:8]2[S:9][CH:13]=[CH:14][N:10]=2)[CH2:6][CH2:5][CH2:4][CH2:3][CH2:2]1. (6) Given the reactants [Cl:1][C:2]1[CH2:3][CH2:4][CH:5]2[C:9]3([CH2:14]CN=[CH:11][C:10]=13)[N:8]([CH3:15])[CH:7](C)[CH2:6]2.N1CCC[C@H]1C(O)=O.[O-]P([O-])([O-])=O.[K+].[K+].[K+].BrC=[C:35]([C:37]1[CH:42]=[CH:41][C:40]([Cl:43])=[C:39]([Cl:44])[CH:38]=1)[CH3:36].[CH3:45][N:46]([CH:48]=O)[CH3:47], predict the reaction product. The product is: [Cl:1][C:2]1[CH:3]=[C:4]2[C:47](=[CH:11][CH:10]=1)[N:46]([CH:48]=[C:35]([C:37]1[CH:42]=[CH:41][C:40]([Cl:43])=[C:39]([Cl:44])[CH:38]=1)[CH3:36])[C:45]1[CH:9]([CH3:14])[N:8]([CH3:15])[CH2:7][CH2:6][C:5]2=1. (7) Given the reactants [F:1][C:2]1[CH:7]=[CH:6][C:5]([C:8]2[O:9][C:10]3[CH:21]=[C:20]([N+:22]([O-:24])=[O:23])[C:19]([O:25]C(C)C)=[CH:18][C:11]=3[C:12]=2[C:13]2[NH:14][CH:15]=[CH:16][N:17]=2)=[CH:4][CH:3]=1.ClB(Cl)Cl, predict the reaction product. The product is: [F:1][C:2]1[CH:3]=[CH:4][C:5]([C:8]2[O:9][C:10]3[CH:21]=[C:20]([N+:22]([O-:24])=[O:23])[C:19]([OH:25])=[CH:18][C:11]=3[C:12]=2[C:13]2[NH:17][CH:16]=[CH:15][N:14]=2)=[CH:6][CH:7]=1. (8) The product is: [F:2][C:3]1[CH:4]=[CH:5][C:6]([C:9]2([NH:13][C:28](=[O:29])[CH2:27][N:16]3[CH2:17][CH2:18][CH2:19][CH:20]([C:21]4[CH:26]=[CH:25][CH:24]=[CH:23][CH:22]=4)[C:15]3=[O:14])[CH2:12][CH2:11][CH2:10]2)=[CH:7][CH:8]=1. Given the reactants Cl.[F:2][C:3]1[CH:8]=[CH:7][C:6]([C:9]2([NH2:13])[CH2:12][CH2:11][CH2:10]2)=[CH:5][CH:4]=1.[O:14]=[C:15]1[CH:20]([C:21]2[CH:26]=[CH:25][CH:24]=[CH:23][CH:22]=2)[CH2:19][CH2:18][CH2:17][N:16]1[CH2:27][C:28](O)=[O:29].C(N=C=NCCCN(C)C)C, predict the reaction product. (9) Given the reactants [CH3:1][O:2][C:3](=[O:12])[C:4]1[CH:9]=[C:8](N)[CH:7]=[CH:6][C:5]=1[Cl:11].N([O-])=[O:14].[Na+].N(O)=O.NC(N)=O, predict the reaction product. The product is: [CH3:1][O:2][C:3](=[O:12])[C:4]1[CH:9]=[C:8]([OH:14])[CH:7]=[CH:6][C:5]=1[Cl:11].